Dataset: TCR-epitope binding with 47,182 pairs between 192 epitopes and 23,139 TCRs. Task: Binary Classification. Given a T-cell receptor sequence (or CDR3 region) and an epitope sequence, predict whether binding occurs between them. (1) The epitope is FPPTSFGPL. The TCR CDR3 sequence is CASSLAGSSYGYTF. Result: 1 (the TCR binds to the epitope). (2) Result: 0 (the TCR does not bind to the epitope). The TCR CDR3 sequence is CASSLLGQLYEQYF. The epitope is YLQPRTFLL. (3) The epitope is YSEHPTFTSQY. The TCR CDR3 sequence is CASSPGVYEQYF. Result: 0 (the TCR does not bind to the epitope). (4) The epitope is YFPLQSYGF. The TCR CDR3 sequence is CASSLSPDLNTEAFF. Result: 0 (the TCR does not bind to the epitope). (5) The epitope is SSTFNVPMEKLK. The TCR CDR3 sequence is CASSRTSGSSYNEQFF. Result: 1 (the TCR binds to the epitope). (6) The epitope is IPRRNVATL. The TCR CDR3 sequence is CASSQDTVSSYNSPLHF. Result: 0 (the TCR does not bind to the epitope). (7) The epitope is KLNVGDYFV. The TCR CDR3 sequence is CASSYDNSGARETQYF. Result: 1 (the TCR binds to the epitope). (8) The epitope is YLQPRTFLL. The TCR CDR3 sequence is CASSPEEWGNTEAFF. Result: 0 (the TCR does not bind to the epitope). (9) The epitope is TPRVTGGGAM. The TCR CDR3 sequence is CASSLRQGANTGELFF. Result: 1 (the TCR binds to the epitope). (10) The epitope is EIYKRWII. The TCR CDR3 sequence is CASTTGTYNEQFF. Result: 0 (the TCR does not bind to the epitope).